Dataset: Full USPTO retrosynthesis dataset with 1.9M reactions from patents (1976-2016). Task: Predict the reactants needed to synthesize the given product. Given the product [C:10]([O:9][C:7]([N:1]1[CH2:2][C:3](=[O:15])[S:4][CH2:5][CH2:6]1)=[O:8])([CH3:13])([CH3:12])[CH3:11], predict the reactants needed to synthesize it. The reactants are: [N:1]1([C:7]([O:9][C:10]([CH3:13])([CH3:12])[CH3:11])=[O:8])[CH2:6][CH2:5][S:4][CH2:3][CH2:2]1.C[OH:15].